Task: Regression. Given a peptide amino acid sequence and an MHC pseudo amino acid sequence, predict their binding affinity value. This is MHC class II binding data.. Dataset: Peptide-MHC class II binding affinity with 134,281 pairs from IEDB (1) The binding affinity (normalized) is 0.903. The peptide sequence is RYANPIAFFRKEPLK. The MHC is HLA-DPA10201-DPB10501 with pseudo-sequence HLA-DPA10201-DPB10501. (2) The peptide sequence is AFKVAATATNAAPAN. The MHC is HLA-DPA10201-DPB11401 with pseudo-sequence HLA-DPA10201-DPB11401. The binding affinity (normalized) is 0.805. (3) The peptide sequence is TNNPHMQDKTMVKKW. The MHC is DRB1_0701 with pseudo-sequence DRB1_0701. The binding affinity (normalized) is 0.230. (4) The peptide sequence is EKKYFATTQFEPLAA. The MHC is HLA-DPA10201-DPB10101 with pseudo-sequence HLA-DPA10201-DPB10101. The binding affinity (normalized) is 0.986. (5) The peptide sequence is SGKAFGAMAKKGQED. The MHC is HLA-DQA10102-DQB10602 with pseudo-sequence HLA-DQA10102-DQB10602. The binding affinity (normalized) is 0.744. (6) The peptide sequence is GGVFHTMWHVTRGAF. The MHC is DRB1_1301 with pseudo-sequence DRB1_1301. The binding affinity (normalized) is 0.872. (7) The peptide sequence is LVKYVNGDGDVVAVDIKEKG. The MHC is DRB1_0401 with pseudo-sequence DRB1_0401. The binding affinity (normalized) is 0.543.